This data is from Reaction yield outcomes from USPTO patents with 853,638 reactions. The task is: Predict the reaction yield, written as a fraction of the theoretical maximum amount of product (1.0 means a 100% yield; for example, 0.34 means a 34% yield). (1) The reactants are [Br:1][C:2]1[CH:7]=[CH:6][C:5]([S:8](Cl)(=[O:10])=[O:9])=[CH:4][CH:3]=1.C(N(CC)CC)C.[NH2:19][C@@H:20]([CH3:23])[CH2:21][OH:22]. The catalyst is ClCCl. The product is [Br:1][C:2]1[CH:7]=[CH:6][C:5]([S:8]([NH:19][C@H:20]([CH3:23])[CH2:21][OH:22])(=[O:10])=[O:9])=[CH:4][CH:3]=1. The yield is 0.770. (2) The reactants are BrCCBr.Cl[Si](C)(C)C.[CH3:10][C:11]([O:14][C:15]([NH:17][C@@H:18]([CH2:28]I)[CH2:19][CH2:20][C:21]([O:23][C:24]([CH3:27])([CH3:26])[CH3:25])=[O:22])=[O:16])([CH3:13])[CH3:12].C1(C)C=CC=CC=1P(C1C=CC=CC=1C)C1C=CC=CC=1C.I[C:53]1[CH:58]=[CH:57][C:56]([C:59]2[N:60]=[C:61]3[C:66]([CH3:67])=[CH:65][CH:64]=[CH:63][N:62]3[CH:68]=2)=[CH:55][CH:54]=1. The catalyst is CN(C=O)C.CCOC(C)=O.[Zn].C1C=CC(/C=C/C(/C=C/C2C=CC=CC=2)=O)=CC=1.C1C=CC(/C=C/C(/C=C/C2C=CC=CC=2)=O)=CC=1.C1C=CC(/C=C/C(/C=C/C2C=CC=CC=2)=O)=CC=1.[Pd].[Pd]. The product is [CH3:10][C:11]([O:14][C:15]([NH:17][C@@H:18]([CH2:28][C:53]1[CH:58]=[CH:57][C:56]([C:59]2[N:60]=[C:61]3[C:66]([CH3:67])=[CH:65][CH:64]=[CH:63][N:62]3[CH:68]=2)=[CH:55][CH:54]=1)[CH2:19][CH2:20][C:21]([O:23][C:24]([CH3:27])([CH3:26])[CH3:25])=[O:22])=[O:16])([CH3:13])[CH3:12]. The yield is 0.900. (3) The reactants are [F:1][C:2]1([F:59])[C:14]2[CH:13]=[C:12]([C:15]3[NH:19][C:18]([C@@H:20]4[CH2:24][CH2:23][CH2:22][N:21]4C(OC(C)(C)C)=O)=[N:17][CH:16]=3)[CH:11]=[CH:10][C:9]=2[C:8]2[C:3]1=[CH:4][C:5]([C:32]1[CH:33]=[CH:34][C:35]3[N:39]=[C:38]([C@@H:40]4[C@@H:45]5[CH2:46][C@@H:42]([CH2:43][CH2:44]5)[N:41]4[C:47](=[O:57])[C@@H](NC(OC)=O)C(C)C)[NH:37][C:36]=3[CH:58]=1)=[CH:6][CH:7]=2.Cl.O1C[CH2:65][O:64][CH2:63]C1.[CH3:67][O:68][C:69]([NH:71][C@H:72]([C:76]1[CH:81]=[CH:80][CH:79]=[CH:78][CH:77]=1)[C:73]([OH:75])=O)=[O:70].CCOC([C:87](C#N)=[N:88]OC(N1CCOCC1)=[N+](C)C)=O.F[P-](F)(F)(F)(F)F.C(N([CH:115]([CH3:117])[CH3:116])CC)(C)C.C[OH:119]. No catalyst specified. The product is [CH3:65][O:64][C:63]([NH:88][C@@H:87]([CH:115]([CH3:116])[CH3:117])[C:47]([N:41]1[C@H:40]([C:38]2[NH:37][C:36]3[CH:58]=[C:32]([C:5]4[CH:4]=[C:3]5[C:8]([C:9]6[CH:10]=[CH:11][C:12]([C:15]7[NH:19][C:18]([C@@H:20]8[CH2:24][CH2:23][CH2:22][N:21]8[C:73](=[O:75])[C@H:72]([NH:71][C:69](=[O:70])[O:68][CH3:67])[C:76]8[CH:81]=[CH:80][CH:79]=[CH:78][CH:77]=8)=[N:17][CH:16]=7)=[CH:13][C:14]=6[C:2]5([F:59])[F:1])=[CH:7][CH:6]=4)[CH:33]=[CH:34][C:35]=3[N:39]=2)[C@@H:45]2[CH2:46][C@H:42]1[CH2:43][CH2:44]2)=[O:57])=[O:119]. The yield is 0.240. (4) The reactants are C=[C:2]1[CH2:5][CH:4]([C:6](O)=O)[CH2:3]1.[N-:9]=[N+]=[N-].[Na+].[CH3:13][C:14]([O:17][C:18]([O:20]C(OC(C)(C)C)=O)=O)([CH3:16])[CH3:15]. The catalyst is C1COCC1.[Br-].C([N+](CCCC)(CCCC)CCCC)CCC.C(S([O-])(=O)=O)(F)(F)F.C(S([O-])(=O)=O)(F)(F)F.[Zn+2]. The product is [C:18]([NH:9][CH:2]1[CH2:3][C:4](=[CH2:6])[CH2:5]1)([O:17][C:14]([CH3:16])([CH3:15])[CH3:13])=[O:20]. The yield is 0.349. (5) The reactants are [CH3:1][C:2]([N+:15]([O-:17])=[O:16])([CH3:14])[CH2:3][C:4]1[N:8]2[CH:9]=[CH:10][CH:11]=[C:12]([OH:13])[C:7]2=[N:6][CH:5]=1.Cl[CH2:19][C:20]([O:22][C:23]([CH3:26])([CH3:25])[CH3:24])=[O:21].C(=O)([O-])[O-].[K+].[K+].[I-].[K+]. The catalyst is CC(=O)CC. The product is [CH3:14][C:2]([N+:15]([O-:17])=[O:16])([CH3:1])[CH2:3][C:4]1[N:8]2[CH:9]=[CH:10][CH:11]=[C:12]([O:13][CH2:19][C:20]([O:22][C:23]([CH3:26])([CH3:25])[CH3:24])=[O:21])[C:7]2=[N:6][CH:5]=1. The yield is 0.810. (6) The reactants are [CH3:1][C:2]1[N:3]=[C:4]([NH2:17])[S:5][C:6]=1[S:7]([N:10]1[CH2:15][CH2:14][N:13]([CH3:16])[CH2:12][CH2:11]1)(=[O:9])=[O:8].C1N=CN([C:23](N2C=NC=C2)=[O:24])C=1.[CH:30]1([NH:36][CH:37]2[CH2:42][CH2:41][CH2:40][CH2:39][CH2:38]2)[CH2:35][CH2:34][CH2:33][CH2:32][CH2:31]1.O. The catalyst is CN(C1C=CN=CC=1)C.ClC(Cl)C.C(Cl)Cl. The product is [CH:37]1([N:36]([CH:30]2[CH2:31][CH2:32][CH2:33][CH2:34][CH2:35]2)[C:23]([NH:17][C:4]2[S:5][C:6]([S:7]([N:10]3[CH2:15][CH2:14][N:13]([CH3:16])[CH2:12][CH2:11]3)(=[O:9])=[O:8])=[C:2]([CH3:1])[N:3]=2)=[O:24])[CH2:38][CH2:39][CH2:40][CH2:41][CH2:42]1. The yield is 0.0400. (7) The reactants are [NH:1]1[C:9]2[C:4](=[C:5]([CH:10]=[CH:11][C:12](=[O:17])[CH2:13][C:14](=[O:16])[CH3:15])[CH:6]=[CH:7][CH:8]=2)[CH:3]=[CH:2]1.[B]=O.[CH3:20][O:21][C:22]1[CH:29]=[C:28]([O:30][CH2:31][C:32]2[CH:33]=[N:34][CH:35]=[CH:36][CH:37]=2)[CH:27]=[CH:26][C:23]=1[CH:24]=O.B(OC(C)C)(OC(C)C)OC(C)C.N1CCCCC1.Cl.C(=O)(O)[O-].[Na+]. The catalyst is C(OCC)(=O)C.[Cl-].[Na+].O. The product is [NH:1]1[C:9]2[C:4](=[C:5](/[CH:10]=[CH:11]/[C:12](=[O:17])[CH2:13][C:14](=[O:16])/[CH:15]=[CH:24]/[C:23]3[CH:26]=[CH:27][C:28]([O:30][CH2:31][C:32]4[CH:33]=[N:34][CH:35]=[CH:36][CH:37]=4)=[CH:29][C:22]=3[O:21][CH3:20])[CH:6]=[CH:7][CH:8]=2)[CH:3]=[CH:2]1. The yield is 0.700.